This data is from Full USPTO retrosynthesis dataset with 1.9M reactions from patents (1976-2016). The task is: Predict the reactants needed to synthesize the given product. (1) Given the product [CH2:1]([P:3]([CH2:6][CH2:7][CH2:8][OH:9])(=[O:4])[O:5][CH2:10][CH2:11][OH:12])[CH3:2], predict the reactants needed to synthesize it. The reactants are: [CH2:1]([P:3]([CH2:6][CH2:7][CH2:8][OH:9])(=[O:5])[OH:4])[CH3:2].[CH2:10]1[O:12][CH2:11]1.[OH-].[K+]. (2) Given the product [CH:1]1([CH2:4][O:5][C:6]2[CH:7]=[C:8]3[C:13](=[CH:14][CH:15]=2)[C:12](=[O:16])[N:11]([C:17]2[CH:22]=[CH:21][C:20]([N:23]4[CH2:27][CH2:26][C:25]5([CH2:31][CH2:30][N:29]([CH2:34][CH2:35][F:36])[CH2:28]5)[CH2:24]4)=[C:19]([F:32])[CH:18]=2)[CH:10]=[CH:9]3)[CH2:3][CH2:2]1, predict the reactants needed to synthesize it. The reactants are: [CH:1]1([CH2:4][O:5][C:6]2[CH:7]=[C:8]3[C:13](=[CH:14][CH:15]=2)[C:12](=[O:16])[N:11]([C:17]2[CH:22]=[CH:21][C:20]([N:23]4[CH2:27][CH2:26][C:25]5([CH2:31][CH2:30][NH:29][CH2:28]5)[CH2:24]4)=[C:19]([F:32])[CH:18]=2)[CH:10]=[CH:9]3)[CH2:3][CH2:2]1.Br[CH2:34][CH2:35][F:36]. (3) Given the product [CH2:21]([N:18]([C:2]1[CH:7]=[CH:6][C:5]([F:8])=[CH:4][C:3]=1[N+:9]([O-:11])=[O:10])[C@H:17]([C:16]([OH:15])=[O:20])[CH3:19])[CH3:22], predict the reactants needed to synthesize it. The reactants are: F[C:2]1[CH:7]=[CH:6][C:5]([F:8])=[CH:4][C:3]=1[N+:9]([O-:11])=[O:10].Cl.C([O:15][C:16](=[O:20])[C@H:17]([CH3:19])[NH2:18])C.[CH2:21](N(CC)CC)[CH3:22].